Dataset: Full USPTO retrosynthesis dataset with 1.9M reactions from patents (1976-2016). Task: Predict the reactants needed to synthesize the given product. (1) Given the product [O:1]1[CH2:6][CH2:5][N:4]([C:15]2[CH:16]=[CH:17][C:18]3[O:19][CH2:20][C:21](=[O:25])[NH:22][C:23]=3[N:24]=2)[C@@H:3]2[C:7]3[CH:8]=[CH:9][CH:10]=[CH:11][C:12]=3[CH2:13][C@H:2]12, predict the reactants needed to synthesize it. The reactants are: [O:1]1[CH2:6][CH2:5][NH:4][C@@H:3]2[C:7]3[CH:8]=[CH:9][CH:10]=[CH:11][C:12]=3[CH2:13][C@H:2]12.Br[C:15]1[CH:16]=[CH:17][C:18]2[O:19][CH2:20][C:21](=[O:25])[NH:22][C:23]=2[N:24]=1. (2) Given the product [ClH:30].[CH3:1][N:2]([CH2:3][C:4]1[CH:13]=[CH:12][CH:11]=[C:10]2[C:5]=1[CH:6]=[CH:7][CH:8]=[N:9]2)[C:44](=[O:45])/[CH:43]=[CH:42]/[C:37]1[CH:38]=[N:39][C:40]2[NH:41][C:32](=[O:31])[CH2:33][CH2:34][C:35]=2[CH:36]=1, predict the reactants needed to synthesize it. The reactants are: [CH3:1][NH:2][CH2:3][C:4]1[CH:13]=[CH:12][CH:11]=[C:10]2[C:5]=1[CH:6]=[CH:7][CH:8]=[N:9]2.CNCC1C=CC2C(=CC=CC=2)C=1CCC.[ClH:30].[O:31]=[C:32]1[NH:41][C:40]2[N:39]=[CH:38][C:37](/[CH:42]=[CH:43]/[C:44](O)=[O:45])=[CH:36][C:35]=2[CH2:34][CH2:33]1.Cl.CN1CC2C=C(/C=C/C(O)=O)C=NC=2NC(=O)C1. (3) Given the product [Cl:1][C:2]1[CH:7]=[C:6]([Cl:8])[CH:5]=[CH:4][C:3]=1[C:9]1[N:10]=[C:11](/[CH:16]=[CH:17]/[C:18]2[CH:19]=[CH:20][C:21]([O:24][CH2:25][CH2:35][CH2:36][CH2:37][CH2:38][C:39]([OH:41])=[O:40])=[CH:22][CH:23]=2)[N:12]([CH2:14][CH3:15])[CH:13]=1, predict the reactants needed to synthesize it. The reactants are: [Cl:1][C:2]1[CH:7]=[C:6]([Cl:8])[CH:5]=[CH:4][C:3]=1[C:9]1[N:10]=[C:11](/[CH:16]=[CH:17]/[C:18]2[CH:23]=[CH:22][C:21]([O:24][CH3:25])=[CH:20][CH:19]=2)[N:12]([CH2:14][CH3:15])[CH:13]=1.C1(O)C=CC=CC=1.BrC[CH2:35][CH2:36][CH2:37][CH2:38][C:39]([O:41]CC)=[O:40]. (4) Given the product [CH3:1][O:2][CH2:3][CH2:4][CH2:5][O:6][CH2:7][C:8]1[CH:9]=[CH:10][C:11]([C@@H:14]2[C@@H:19]([O:20][CH2:21][C:22]3[CH:23]=[CH:24][C:25]4[O:30][CH2:29][CH2:28][N:27]([CH2:31][CH2:32][CH2:33][O:34][CH3:35])[C:26]=4[CH:36]=3)[CH2:18][NH:17][CH2:16][C@H:15]2[O:47][CH2:18][C@H:19]([OH:20])[CH2:14][CH2:48][CH3:49])=[CH:12][CH:13]=1, predict the reactants needed to synthesize it. The reactants are: [CH3:1][O:2][CH2:3][CH2:4][CH2:5][O:6][CH2:7][C:8]1[CH:13]=[CH:12][C:11]([C@@H:14]2[C@@H:19]([O:20][CH2:21][C:22]3[CH:23]=[CH:24][C:25]4[O:30][CH2:29][CH2:28][N:27]([CH2:31][CH2:32][CH2:33][O:34][CH3:35])[C:26]=4[CH:36]=3)[CH2:18][N:17](S(C3C=CC(C)=CC=3)(=O)=O)[CH2:16][C@H:15]2[OH:47])=[CH:10][CH:9]=1.[CH2:48]([Mg]Br)[CH3:49]. (5) Given the product [N:1]1[C:10]2[C:5](=[CH:6][C:7]([C:11]([O:13][CH3:18])=[O:12])=[CH:8][CH:9]=2)[CH:4]=[CH:3][CH:2]=1, predict the reactants needed to synthesize it. The reactants are: [N:1]1[C:10]2[C:5](=[CH:6][C:7]([C:11]([OH:13])=[O:12])=[CH:8][CH:9]=2)[CH:4]=[CH:3][CH:2]=1.S(Cl)(Cl)=O.[CH3:18]O.